Task: Regression. Given a peptide amino acid sequence and an MHC pseudo amino acid sequence, predict their binding affinity value. This is MHC class II binding data.. Dataset: Peptide-MHC class II binding affinity with 134,281 pairs from IEDB (1) The peptide sequence is EKFGHLCKHHNGVVV. The MHC is DRB1_0101 with pseudo-sequence DRB1_0101. The binding affinity (normalized) is 0.372. (2) The peptide sequence is KMMGVPLQCSAY. The MHC is HLA-DQA10102-DQB10602 with pseudo-sequence HLA-DQA10102-DQB10602. The binding affinity (normalized) is 0.752.